Dataset: Full USPTO retrosynthesis dataset with 1.9M reactions from patents (1976-2016). Task: Predict the reactants needed to synthesize the given product. Given the product [CH3:22][O:21][C:18]1[CH:19]=[CH:20][C:15]([CH2:14][N:7]2[CH:8]=[C:9]([NH:10][C:11](=[O:13])[CH3:12])[C:5]([C:3]3[NH:1][N:2]=[C:23]([C:24]4[CH:29]=[CH:28][CH:27]=[CH:26][CH:25]=4)[N:30]=3)=[N:6]2)=[CH:16][CH:17]=1, predict the reactants needed to synthesize it. The reactants are: [NH:1]([C:3]([C:5]1[C:9]([NH:10][C:11](=[O:13])[CH3:12])=[CH:8][N:7]([CH2:14][C:15]2[CH:20]=[CH:19][C:18]([O:21][CH3:22])=[CH:17][CH:16]=2)[N:6]=1)=O)[NH2:2].[C:23](#[N:30])[C:24]1[CH:29]=[CH:28][CH:27]=[CH:26][CH:25]=1.